Dataset: Reaction yield outcomes from USPTO patents with 853,638 reactions. Task: Predict the reaction yield, written as a fraction of the theoretical maximum amount of product (1.0 means a 100% yield; for example, 0.34 means a 34% yield). The reactants are [OH:1][C:2]1[CH:7]=[CH:6][C:5]([C:8](=[O:11])[CH2:9][CH3:10])=[CH:4][CH:3]=1.C([O-])([O-])=O.[K+].[K+].[CH2:18](Br)[CH:19]=[CH2:20]. The catalyst is CN(C=O)C. The product is [CH2:20]([O:1][C:2]1[CH:3]=[CH:4][C:5]([C:8](=[O:11])[CH2:9][CH3:10])=[CH:6][CH:7]=1)[CH:19]=[CH2:18]. The yield is 0.970.